This data is from NCI-60 drug combinations with 297,098 pairs across 59 cell lines. The task is: Regression. Given two drug SMILES strings and cell line genomic features, predict the synergy score measuring deviation from expected non-interaction effect. (1) Drug 1: C1=NNC2=C1C(=O)NC=N2. Drug 2: C(CN)CNCCSP(=O)(O)O. Cell line: IGROV1. Synergy scores: CSS=0.936, Synergy_ZIP=0.481, Synergy_Bliss=1.55, Synergy_Loewe=-0.374, Synergy_HSA=-0.290. (2) Drug 1: CC1=C2C(C(=O)C3(C(CC4C(C3C(C(C2(C)C)(CC1OC(=O)C(C(C5=CC=CC=C5)NC(=O)C6=CC=CC=C6)O)O)OC(=O)C7=CC=CC=C7)(CO4)OC(=O)C)O)C)OC(=O)C. Drug 2: CNC(=O)C1=NC=CC(=C1)OC2=CC=C(C=C2)NC(=O)NC3=CC(=C(C=C3)Cl)C(F)(F)F. Cell line: HCT116. Synergy scores: CSS=66.2, Synergy_ZIP=5.77, Synergy_Bliss=4.42, Synergy_Loewe=0.415, Synergy_HSA=7.20.